From a dataset of Forward reaction prediction with 1.9M reactions from USPTO patents (1976-2016). Predict the product of the given reaction. (1) Given the reactants [Br:1][CH2:2][C:3]1[CH:8]=[CH:7][C:6]([S:9](Cl)(=[O:11])=[O:10])=[CH:5][CH:4]=1.[CH:13]1([NH2:16])[CH2:15][CH2:14]1.C(N(CC)CC)C, predict the reaction product. The product is: [Br:1][CH2:2][C:3]1[CH:8]=[CH:7][C:6]([S:9]([NH:16][CH:13]2[CH2:15][CH2:14]2)(=[O:11])=[O:10])=[CH:5][CH:4]=1. (2) Given the reactants [CH3:1][O:2][C:3]1[CH:4]=[C:5]([S:9][C:10]2[CH:17]=[CH:16][C:13]([C:14]#[N:15])=[CH:12][CH:11]=2)[CH:6]=[CH:7][CH:8]=1.C1COCC1.[H-].[Al+3].[Li+].[H-].[H-].[H-].[OH-].[Na+], predict the reaction product. The product is: [CH3:1][O:2][C:3]1[CH:4]=[C:5]([S:9][C:10]2[CH:17]=[CH:16][C:13]([CH2:14][NH2:15])=[CH:12][CH:11]=2)[CH:6]=[CH:7][CH:8]=1. (3) Given the reactants [C:1]([CH2:4][C:5]1[CH:9]=[CH:8][O:7][C:6]=1[CH2:10][C:11](O)=[O:12])(O)=[O:2], predict the reaction product. The product is: [OH:2][CH2:1][CH2:4][C:5]1[CH:9]=[CH:8][O:7][C:6]=1[CH2:10][CH2:11][OH:12]. (4) Given the reactants [C:1]([C:5]1[N:10]=[C:9]([NH:11][CH2:12][C:13]2[O:14][CH:15]=[CH:16][CH:17]=2)[C:8]([C:18]([N:20]([CH2:36][CH:37]([CH3:39])[CH3:38])[CH:21]2[CH2:26][CH:25]([CH2:27][OH:28])[CH2:24][N:23]([C:29]([O:31][C:32]([CH3:35])([CH3:34])[CH3:33])=[O:30])[CH2:22]2)=[O:19])=[CH:7][N:6]=1)([CH3:4])([CH3:3])[CH3:2].C(N(CC)CC)C, predict the reaction product. The product is: [C:1]([C:5]1[N:10]=[C:9]([NH:11][CH2:12][C:13]2[O:14][CH:15]=[CH:16][CH:17]=2)[C:8]([C:18]([N:20]([CH2:36][CH:37]([CH3:39])[CH3:38])[CH:21]2[CH2:26][CH:25]([CH:27]=[O:28])[CH2:24][N:23]([C:29]([O:31][C:32]([CH3:35])([CH3:34])[CH3:33])=[O:30])[CH2:22]2)=[O:19])=[CH:7][N:6]=1)([CH3:4])([CH3:3])[CH3:2]. (5) The product is: [NH2:1][C:4]1[CH:5]=[C:6]([CH:11]=[CH:12][C:13]=1[NH:14][CH2:15][CH:16]1[CH2:21][CH2:20][O:19][CH2:18][CH2:17]1)[C:7]([O:9][CH3:10])=[O:8]. Given the reactants [N+:1]([C:4]1[CH:5]=[C:6]([CH:11]=[CH:12][C:13]=1[NH:14][CH2:15][CH:16]1[CH2:21][CH2:20][O:19][CH2:18][CH2:17]1)[C:7]([O:9][CH3:10])=[O:8])([O-])=O, predict the reaction product. (6) Given the reactants [F:1][C:2]1[C:7]([O:8][C:9]2[CH:10]=[C:11]([NH2:28])[C:12]([NH2:27])=[CH:13][C:14]=2[O:15][C:16]2[CH:17]=[N:18][C:19]([S:22]([CH2:25][CH3:26])(=[O:24])=[O:23])=[CH:20][CH:21]=2)=[CH:6][CH:5]=[CH:4][N:3]=1.[NH:29]1[CH:33]=[CH:32][C:31]([CH:34]=O)=[N:30]1, predict the reaction product. The product is: [F:1][C:2]1[C:7]([O:8][C:9]2[C:14]([O:15][C:16]3[CH:17]=[N:18][C:19]([S:22]([CH2:25][CH3:26])(=[O:24])=[O:23])=[CH:20][CH:21]=3)=[CH:13][C:12]3[NH:27][C:34]([C:31]4[CH:32]=[CH:33][NH:29][N:30]=4)=[N:28][C:11]=3[CH:10]=2)=[CH:6][CH:5]=[CH:4][N:3]=1.